From a dataset of Forward reaction prediction with 1.9M reactions from USPTO patents (1976-2016). Predict the product of the given reaction. (1) Given the reactants [CH3:1][N:2]1[C:6](=[O:7])[CH2:5][NH:4][C:3]1=[O:8].[Cl:9][C:10]1[CH:17]=[CH:16][C:13]([CH:14]=O)=[CH:12][CH:11]=1.N1CCCCC1.C(O)(=O)C, predict the reaction product. The product is: [Cl:9][C:10]1[CH:17]=[CH:16][C:13]([CH:14]=[C:5]2[NH:4][C:3](=[O:8])[N:2]([CH3:1])[C:6]2=[O:7])=[CH:12][CH:11]=1. (2) Given the reactants [CH2:1]([O:5][CH2:6][CH2:7][O:8][C:9]1[CH:14]=[CH:13][C:12]([C:15]2[CH:16]=[CH:17][C:18]3[N:24]([C:25](=[O:30])[C:26]([F:29])([F:28])[F:27])[CH2:23][CH2:22][C:21]([C:31]([NH:33][C:34]4[CH:39]=[CH:38][C:37]([C@H:40]([OH:47])[C:41]5[CH:46]=[CH:45][CH:44]=[CH:43][N:42]=5)=[CH:36][CH:35]=4)=[O:32])=[CH:20][C:19]=3[CH:48]=2)=[CH:11][CH:10]=1)[CH2:2][CH2:3][CH3:4].ClC1C=CC=C(C(OO)=[O:57])C=1.S([O-])([O-])(=O)=S.[Na+].[Na+], predict the reaction product. The product is: [CH2:1]([O:5][CH2:6][CH2:7][O:8][C:9]1[CH:10]=[CH:11][C:12]([C:15]2[CH:16]=[CH:17][C:18]3[N:24]([C:25](=[O:30])[C:26]([F:29])([F:28])[F:27])[CH2:23][CH2:22][C:21]([C:31]([NH:33][C:34]4[CH:39]=[CH:38][C:37]([C@H:40]([OH:47])[C:41]5[CH:46]=[CH:45][CH:44]=[CH:43][N+:42]=5[O-:57])=[CH:36][CH:35]=4)=[O:32])=[CH:20][C:19]=3[CH:48]=2)=[CH:13][CH:14]=1)[CH2:2][CH2:3][CH3:4]. (3) Given the reactants [Cl:1][C:2]1[CH:23]=[CH:22][CH:21]=[C:20]([Cl:24])[C:3]=1[C:4]([NH:6][CH2:7][CH2:8][S:9][CH2:10][C:11]1[CH:16]=[CH:15][CH:14]=[C:13]([N+:17]([O-])=O)[CH:12]=1)=[O:5].C([O-])(=O)C.[Na+].O.O.Cl[Sn]Cl, predict the reaction product. The product is: [NH2:17][C:13]1[CH:12]=[C:11]([CH:16]=[CH:15][CH:14]=1)[CH2:10][S:9][CH2:8][CH2:7][NH:6][C:4](=[O:5])[C:3]1[C:20]([Cl:24])=[CH:21][CH:22]=[CH:23][C:2]=1[Cl:1]. (4) Given the reactants Br[C:2]1[CH:7]=[CH:6][C:5]([C:8](=[O:14])[CH2:9][C:10]([O:12][CH3:13])=[O:11])=[CH:4][CH:3]=1.[CH3:15][OH:16].CCN(C(C)C)C(C)C.C(Cl)(Cl)Cl.CN(C)[CH:32]=[O:33], predict the reaction product. The product is: [CH3:13][O:12][C:10](=[O:11])[CH2:9][C:8]([C:5]1[CH:6]=[CH:7][C:2]([C:15]([O:33][CH3:32])=[O:16])=[CH:3][CH:4]=1)=[O:14]. (5) The product is: [CH2:1]([O:8][C:9]1[C:10]([Cl:28])=[C:11]([C:12]([F:15])=[CH:13][CH:14]=1)[CH2:16][C:17]1[C:25]2[C:20](=[N:21][CH:22]=[CH:23][CH:24]=2)[NH:19][CH:18]=1)[C:2]1[CH:3]=[CH:4][CH:5]=[CH:6][CH:7]=1. Given the reactants [CH2:1]([O:8][C:9]1[C:10]([Cl:28])=[C:11]([CH:16](OC)[C:17]2[C:25]3[C:20](=[N:21][CH:22]=[CH:23][CH:24]=3)[NH:19][CH:18]=2)[C:12]([F:15])=[CH:13][CH:14]=1)[C:2]1[CH:7]=[CH:6][CH:5]=[CH:4][CH:3]=1.FC(F)(F)C(O)=O.C([SiH](CC)CC)C, predict the reaction product. (6) Given the reactants [C:1]([O:5][C:6](=[O:17])[NH:7][CH2:8][CH2:9][C:10]1[CH:15]=[CH:14][C:13]([NH2:16])=[CH:12][CH:11]=1)([CH3:4])([CH3:3])[CH3:2].[CH3:18][S:19](Cl)(=[O:21])=[O:20], predict the reaction product. The product is: [CH3:18][S:19]([NH:16][C:13]1[CH:14]=[CH:15][C:10]([CH2:9][CH2:8][NH:7][C:6](=[O:17])[O:5][C:1]([CH3:4])([CH3:2])[CH3:3])=[CH:11][CH:12]=1)(=[O:21])=[O:20]. (7) Given the reactants C(O[C:6](=O)[N:7](C)[C:8]1[CH:9]=[N:10][CH:11]=[CH:12][C:13]=1[N:14]1[CH2:19][CH2:18][CH2:17][CH2:16][CH:15]1[CH3:20])(C)(C)C.[C:23]([OH:29])([C:25]([F:28])([F:27])[F:26])=[O:24], predict the reaction product. The product is: [F:26][C:25]([F:28])([F:27])[C:23]([OH:29])=[O:24].[CH3:6][NH:7][C:8]1[CH:9]=[N:10][CH:11]=[CH:12][C:13]=1[N:14]1[CH2:19][CH2:18][CH2:17][CH2:16][CH:15]1[CH3:20]. (8) Given the reactants CI.NC1[CH:29]=[CH:28][C:7]([CH2:8][N:9]2[C:17]3[C:12](=[CH:13][C:14]([Cl:18])=[CH:15][CH:16]=3)[C:11]([C:20]3[CH:25]=[CH:24][CH:23]=[CH:22][C:21]=3[Cl:26])(C)[C:10]2=O)=[C:6]([O:30][CH3:31])[CH:5]=1.[C:32](=[O:35])([O-])[O-].[K+].[K+].O.[CH3:39][N:40]([CH3:43])[CH:41]=O, predict the reaction product. The product is: [Cl:18][C:14]1[CH:13]=[C:12]2[C:17](=[CH:16][CH:15]=1)[N:9]([CH2:8][C:7]1[CH:28]=[CH:29][C:41]([N:40]([CH3:43])[CH3:39])=[CH:5][C:6]=1[O:30][CH3:31])[C:32](=[O:35])[C:11]2([C:20]1[CH:25]=[CH:24][CH:23]=[CH:22][C:21]=1[Cl:26])[CH3:10].